This data is from Forward reaction prediction with 1.9M reactions from USPTO patents (1976-2016). The task is: Predict the product of the given reaction. (1) Given the reactants [CH3:1][O:2][C:3]1[CH:10]=[CH:9][C:6]([CH:7]=O)=[CH:5][C:4]=1[N+:11]([O-:13])=[O:12].[CH3:14][NH:15][CH3:16], predict the reaction product. The product is: [CH3:14][N:15]([CH3:16])[CH2:7][C:6]1[CH:9]=[CH:10][C:3]([O:2][CH3:1])=[C:4]([N+:11]([O-:13])=[O:12])[CH:5]=1. (2) The product is: [CH3:23][C:9]1[CH:8]=[C:7]([C:5]([OH:6])=[O:4])[CH:12]=[CH:11][C:10]=1[C:13]1[CH:18]=[CH:17][C:16]([C:19]([F:20])([F:21])[F:22])=[CH:15][CH:14]=1. Given the reactants [OH-].[Na+].C[O:4][C:5]([C:7]1[CH:12]=[CH:11][C:10]([C:13]2[CH:18]=[CH:17][C:16]([C:19]([F:22])([F:21])[F:20])=[CH:15][CH:14]=2)=[C:9]([CH3:23])[CH:8]=1)=[O:6], predict the reaction product. (3) Given the reactants [CH3:1][N:2]1[C:14]2[CH2:13][CH2:12][C@@H:11]([CH:15]3[CH2:20][CH2:19][O:18][CH2:17][CH2:16]3)[CH2:10][C:9]=2[C:8]2[C:3]1=[CH:4][CH:5]=[C:6]([C:21](O)=[O:22])[CH:7]=2.Cl.[F:25][CH:26]([F:36])[CH2:27][NH:28][C:29]([C@H:31]1[CH2:35][CH2:34][NH:33][CH2:32]1)=[O:30].CN(C(ON1N=NC2C=CC=NC1=2)=[N+](C)C)C.F[P-](F)(F)(F)(F)F.C(N(CC)C(C)C)(C)C, predict the reaction product. The product is: [F:36][CH:26]([F:25])[CH2:27][NH:28][C:29]([C@H:31]1[CH2:35][CH2:34][N:33]([C:21]([C:6]2[CH:7]=[C:8]3[C:3](=[CH:4][CH:5]=2)[N:2]([CH3:1])[C:14]2[CH2:13][CH2:12][C@@H:11]([CH:15]4[CH2:20][CH2:19][O:18][CH2:17][CH2:16]4)[CH2:10][C:9]3=2)=[O:22])[CH2:32]1)=[O:30]. (4) Given the reactants [NH:1]1[CH2:7][C:5](=[O:6])[NH:4][C:2]1=[O:3].[OH-].[K+].[Br:10][C:11]1[CH:12]=[C:13]([CH:16]=[CH:17][CH:18]=1)[CH2:14]Br, predict the reaction product. The product is: [Br:10][C:11]1[CH:12]=[C:13]([CH:16]=[CH:17][CH:18]=1)[CH2:14][N:4]1[C:5](=[O:6])[CH2:7][NH:1][C:2]1=[O:3]. (5) Given the reactants [CH:1]1([O:6][C:7]2[CH:8]=[C:9]3[C:14](=[CH:15][C:16]=2[O:17][CH3:18])[CH:13]([CH2:19][C:20]2[CH:25]=[CH:24][CH:23]=[C:22]([O:26][CH3:27])[CH:21]=2)[NH:12][CH:11]=[C:10]3[CH:28]=[O:29])[CH2:5][CH2:4][CH2:3][CH2:2]1, predict the reaction product. The product is: [CH:1]1([O:6][C:7]2[CH:8]=[C:9]3[C:14](=[CH:15][C:16]=2[O:17][CH3:18])[C:13]([CH2:19][C:20]2[CH:25]=[CH:24][CH:23]=[C:22]([O:26][CH3:27])[CH:21]=2)=[N:12][CH:11]=[C:10]3[CH:28]=[O:29])[CH2:2][CH2:3][CH2:4][CH2:5]1.